This data is from Forward reaction prediction with 1.9M reactions from USPTO patents (1976-2016). The task is: Predict the product of the given reaction. (1) Given the reactants C([N-]C(C)C)(C)C.[Li+].[CH2:9]([O:11][C:12](=[O:23])[CH2:13][NH:14][CH2:15][C:16]([O:18][C:19]([CH3:22])([CH3:21])[CH3:20])=[O:17])[CH3:10].Br[CH2:25][C:26]1[CH:31]=[CH:30][CH:29]=[CH:28][C:27]=1[I:32], predict the reaction product. The product is: [C:19]([O:18][C:16]([CH2:15][NH:14][CH:13]([CH2:25][C:26]1[CH:31]=[CH:30][CH:29]=[CH:28][C:27]=1[I:32])[C:12]([O:11][CH2:9][CH3:10])=[O:23])=[O:17])([CH3:22])([CH3:21])[CH3:20]. (2) Given the reactants [Cl:1][C:2]1[CH:3]=[C:4]([CH:7]=[CH:8][C:9]=1[OH:10])[CH:5]=[O:6].Br[CH2:12][CH2:13][O:14][Si:15]([C:18]([CH3:21])([CH3:20])[CH3:19])([CH3:17])[CH3:16].C(=O)([O-])[O-].[Cs+].[Cs+].CS(C)=O, predict the reaction product. The product is: [C:18]([Si:15]([CH3:17])([CH3:16])[O:14][CH2:13][CH2:12][O:10][C:9]1[CH:8]=[CH:7][C:4]([CH:5]=[O:6])=[CH:3][C:2]=1[Cl:1])([CH3:21])([CH3:20])[CH3:19]. (3) The product is: [CH:12]1([N:15]2[CH2:20][C:19]3([CH2:25][CH2:24][N:23]([S:26]([C:29]4[CH:30]=[CH:31][C:32]([C:2]5[CH:3]=[CH:4][C:5]6[S:9][C:8]([CH3:10])=[N:7][C:6]=6[CH:11]=5)=[CH:33][CH:34]=4)(=[O:27])=[O:28])[CH2:22][CH2:21]3)[O:18][CH2:17][C:16]2=[O:44])[CH2:13][CH2:14]1. Given the reactants Br[C:2]1[CH:3]=[CH:4][C:5]2[S:9][C:8]([CH3:10])=[N:7][C:6]=2[CH:11]=1.[CH:12]1([N:15]2[CH2:20][C:19]3([CH2:25][CH2:24][N:23]([S:26]([C:29]4[CH:34]=[CH:33][C:32](B5OC(C)(C)C(C)(C)O5)=[CH:31][CH:30]=4)(=[O:28])=[O:27])[CH2:22][CH2:21]3)[O:18][CH2:17][C:16]2=[O:44])[CH2:14][CH2:13]1, predict the reaction product. (4) Given the reactants [Cl:1][C:2]1[CH:7]=[CH:6][C:5]([S:8]([NH:11][C@H:12]([CH2:22][C:23]2[CH:28]=[CH:27][CH:26]=[CH:25][CH:24]=2)[C:13]([NH:15][NH:16][C:17](=[S:21])[NH:18][CH2:19][CH3:20])=O)(=[O:10])=[O:9])=[CH:4][CH:3]=1.Cl, predict the reaction product. The product is: [Cl:1][C:2]1[CH:7]=[CH:6][C:5]([S:8]([NH:11][C@@H:12]([C:13]2[N:18]([CH2:19][CH3:20])[C:17]([SH:21])=[N:16][N:15]=2)[CH2:22][C:23]2[CH:28]=[CH:27][CH:26]=[CH:25][CH:24]=2)(=[O:10])=[O:9])=[CH:4][CH:3]=1.